This data is from Forward reaction prediction with 1.9M reactions from USPTO patents (1976-2016). The task is: Predict the product of the given reaction. (1) Given the reactants [C:1]([NH:5][S:6]([C:9]1[CH:14]=[CH:13][C:12]([C:15]2[N:19]([CH2:20][CH:21]3[CH2:26][CH2:25][CH2:24][CH2:23][CH2:22]3)[CH:18]=[C:17]([C:27]([O:29][CH2:30][CH3:31])=[O:28])[CH:16]=2)=[CH:11][C:10]=1[C:32]([F:35])([F:34])[F:33])(=[O:8])=[O:7])([CH3:4])([CH3:3])[CH3:2].C1C(=O)N([Br:43])C(=O)C1, predict the reaction product. The product is: [Br:43][C:18]1[N:19]([CH2:20][CH:21]2[CH2:26][CH2:25][CH2:24][CH2:23][CH2:22]2)[C:15]([C:12]2[CH:13]=[CH:14][C:9]([S:6](=[O:8])(=[O:7])[NH:5][C:1]([CH3:2])([CH3:3])[CH3:4])=[C:10]([C:32]([F:34])([F:35])[F:33])[CH:11]=2)=[CH:16][C:17]=1[C:27]([O:29][CH2:30][CH3:31])=[O:28]. (2) Given the reactants [CH3:1][O:2][C:3](Cl)=[O:4].[CH3:6][O:7][C:8]1[CH:52]=[C:51]([O:53][CH3:54])[CH:50]=[C:49]([O:55][CH3:56])[C:9]=1/[CH:10]=[CH:11]/[CH:12]([S:22]([CH:25](/[CH:35]=[CH:36]/[C:37]1[C:42]([O:43][CH3:44])=[CH:41][C:40]([O:45][CH3:46])=[CH:39][C:38]=1[O:47][CH3:48])[C:26]1[CH:31]=[CH:30][C:29]([O:32][CH3:33])=[C:28]([NH2:34])[CH:27]=1)(=[O:24])=[O:23])[C:13]1[CH:18]=[CH:17][C:16]([O:19][CH3:20])=[C:15]([NH2:21])[CH:14]=1, predict the reaction product. The product is: [CH3:56][O:55][C:49]1[CH:50]=[C:51]([O:53][CH3:54])[CH:52]=[C:8]([O:7][CH3:6])[C:9]=1/[CH:10]=[CH:11]/[CH:12]([S:22]([CH:25](/[CH:35]=[CH:36]/[C:37]1[C:38]([O:47][CH3:48])=[CH:39][C:40]([O:45][CH3:46])=[CH:41][C:42]=1[O:43][CH3:44])[C:26]1[CH:31]=[CH:30][C:29]([O:32][CH3:33])=[C:28]([NH:34][C:3]([O:2][CH3:1])=[O:4])[CH:27]=1)(=[O:24])=[O:23])[C:13]1[CH:18]=[CH:17][C:16]([O:19][CH3:20])=[C:15]([NH:21][C:3]([O:2][CH3:1])=[O:4])[CH:14]=1. (3) Given the reactants Cl[C:2]1[N:7]=[C:6]([C:8]2[CH:13]=[C:12]([Cl:14])[CH:11]=[CH:10][C:9]=2[CH3:15])[N:5]=[C:4]([NH:16][C:17]2[CH:22]=[CH:21][C:20]([CH2:23][OH:24])=[CH:19][CH:18]=2)[N:3]=1.[Cr](Cl)([O-])(=O)=O.[NH+:30]1C=CC=CC=1.C(OCC)C, predict the reaction product. The product is: [NH2:30][C:2]1[N:7]=[C:6]([C:8]2[CH:13]=[C:12]([Cl:14])[CH:11]=[CH:10][C:9]=2[CH3:15])[N:5]=[C:4]([NH:16][C:17]2[CH:22]=[CH:21][C:20]([CH:23]=[O:24])=[CH:19][CH:18]=2)[N:3]=1.